From a dataset of Catalyst prediction with 721,799 reactions and 888 catalyst types from USPTO. Predict which catalyst facilitates the given reaction. (1) The catalyst class is: 6. Product: [CH2:1]([C@H:3]1[CH2:5][C@@H:4]1[CH2:6][C:12]([OH:13])=[O:15])[CH3:2]. Reactant: [CH2:1]([C@H:3]1[CH2:5][CH:4]1[C@H:6](O)C)[CH3:2].CN([CH:12]=[O:13])C.[Cr](O[Cr]([O-])(=O)=O)([O-])(=O)=[O:15].[NH+]1C=CC=CC=1.[NH+]1C=CC=CC=1. (2) Reactant: [CH:1]1([N:5]2[CH2:10][CH2:9][N:8]([C:11](=[O:25])[CH2:12][N:13]3[CH2:19][CH2:18][C:17]4[C:20](Cl)=[N:21][CH:22]=[N:23][C:16]=4[CH2:15][CH2:14]3)[CH2:7][CH2:6]2)[CH2:4][CH2:3][CH2:2]1.[CH3:26][O-:27].[Na+]. Product: [CH:1]1([N:5]2[CH2:10][CH2:9][N:8]([C:11](=[O:25])[CH2:12][N:13]3[CH2:19][CH2:18][C:17]4[C:20]([O:27][CH3:26])=[N:21][CH:22]=[N:23][C:16]=4[CH2:15][CH2:14]3)[CH2:7][CH2:6]2)[CH2:4][CH2:3][CH2:2]1. The catalyst class is: 5. (3) Reactant: C(N(CC)CC)C.[C:16](O[C:16]([O:18][C:19]([CH3:22])([CH3:21])[CH3:20])=[O:17])([O:18][C:19]([CH3:22])([CH3:21])[CH3:20])=[O:17].[CH:23]1[C:28]([NH2:29])=[CH:27][C:26]([C:30]([OH:32])=[O:31])=[C:25]([OH:33])[CH:24]=1. Product: [C:19]([O:18][C:16]([NH:29][C:28]1[CH:23]=[CH:24][C:25]([OH:33])=[C:26]([CH:27]=1)[C:30]([OH:32])=[O:31])=[O:17])([CH3:20])([CH3:21])[CH3:22]. The catalyst class is: 38. (4) Reactant: I[C:2]1[S:6][C:5]([C:7]([O:9][CH3:10])=[O:8])=[C:4]([NH:11][CH:12]([CH3:14])[CH3:13])[CH:3]=1.CC1(C)C(C)(C)OB([C:23]2[CH:28]=[CH:27][C:26]([C:29]3[CH:37]=[C:32]4[N:33]=[CH:34][CH:35]=[CH:36][N:31]4[N:30]=3)=[CH:25][CH:24]=2)O1.C(=O)([O-])[O-].[Na+].[Na+]. Product: [CH3:13][CH:12]([NH:11][C:4]1[CH:3]=[C:2]([C:23]2[CH:28]=[CH:27][C:26]([C:29]3[CH:37]=[C:32]4[N:33]=[CH:34][CH:35]=[CH:36][N:31]4[N:30]=3)=[CH:25][CH:24]=2)[S:6][C:5]=1[C:7]([O:9][CH3:10])=[O:8])[CH3:14]. The catalyst class is: 77. (5) Reactant: [C-:1]#[N:2].[K+].[C:4]1(=O)[CH2:8][CH2:7][CH2:6][CH2:5]1.[CH3:10][NH:11][CH2:12][C:13]1[CH:18]=[CH:17][CH:16]=[CH:15][CH:14]=1. Product: [CH3:10][N:11]([CH2:12][C:13]1[CH:18]=[CH:17][CH:16]=[CH:15][CH:14]=1)[C:4]1([C:1]#[N:2])[CH2:8][CH2:7][CH2:6][CH2:5]1. The catalyst class is: 6.